This data is from Reaction yield outcomes from USPTO patents with 853,638 reactions. The task is: Predict the reaction yield, written as a fraction of the theoretical maximum amount of product (1.0 means a 100% yield; for example, 0.34 means a 34% yield). (1) The reactants are C=O.[NH:3]1[CH2:8][CH2:7][CH:6]([C:9]2[N:14]=[CH:13][C:12]([NH:15][C:16]3[N:21]=[C:20]([CH2:22][CH2:23][C:24]4[CH:29]=[CH:28][CH:27]=[CH:26][C:25]=4[CH2:30][C:31]([NH2:33])=[O:32])[C:19]([C:34]([F:37])([F:36])[F:35])=[CH:18][N:17]=3)=[CH:11][CH:10]=2)[CH2:5][CH2:4]1.[C:38](O[BH-](OC(=O)C)OC(=O)C)(=O)C.[Na+]. The catalyst is CO. The product is [CH3:38][N:3]1[CH2:8][CH2:7][CH:6]([C:9]2[N:14]=[CH:13][C:12]([NH:15][C:16]3[N:21]=[C:20]([CH2:22][CH2:23][C:24]4[CH:29]=[CH:28][CH:27]=[CH:26][C:25]=4[CH2:30][C:31]([NH2:33])=[O:32])[C:19]([C:34]([F:35])([F:37])[F:36])=[CH:18][N:17]=3)=[CH:11][CH:10]=2)[CH2:5][CH2:4]1. The yield is 0.900. (2) The reactants are Br[C:2]1[CH:19]=[C:18]2[C:5]([CH2:6][C:7]3([C:17]2=[O:20])[CH2:16][CH2:15][C:14]2[C:9](=[CH:10][CH:11]=[CH:12][CH:13]=2)[CH2:8]3)=[CH:4][CH:3]=1.[C:21]([C:23]1[CH:24]=[C:25](B(O)O)[CH:26]=[CH:27][CH:28]=1)#[N:22]. The catalyst is O1CCOCC1.C([O-])([O-])=O.[Cs+].[Cs+].Cl[Pd](Cl)([P](C1C=CC=CC=1)(C1C=CC=CC=1)C1C=CC=CC=1)[P](C1C=CC=CC=1)(C1C=CC=CC=1)C1C=CC=CC=1. The product is [O:20]=[C:17]1[C:7]2([CH2:16][CH2:15][C:14]3[C:9](=[CH:10][CH:11]=[CH:12][CH:13]=3)[CH2:8]2)[CH2:6][C:5]2[C:18]1=[CH:19][C:2]([C:27]1[CH:28]=[C:23]([CH:24]=[CH:25][CH:26]=1)[C:21]#[N:22])=[CH:3][CH:4]=2. The yield is 0.0600. (3) The reactants are S(Cl)(Cl)=O.N1C2C=CC=CC=2N=N1.[C:14]([O:18][C:19]([N:21]1[CH2:26][CH2:25][CH:24]([C:27]2[CH:35]=[CH:34][C:30]([C:31](O)=[O:32])=[CH:29][CH:28]=2)[CH2:23][CH2:22]1)=[O:20])([CH3:17])([CH3:16])[CH3:15].C(N(CC)CC)C.[NH2:43][C:44]1[CH:49]=[C:48]([O:50][C:51]2[CH:52]=[C:53]3[C:57](=[CH:58][C:59]=2[O:60][CH2:61][CH2:62][O:63][CH2:64][CH3:65])[N:56]([C:66]([NH:68][CH3:69])=[O:67])[CH:55]=[CH:54]3)[CH:47]=[CH:46][N:45]=1.CN. The catalyst is ClCCl.CN(C)C1C=CN=CC=1.O1CCCC1.C(OCC)(=O)C.O. The product is [CH2:64]([O:63][CH2:62][CH2:61][O:60][C:59]1[CH:58]=[C:57]2[C:53]([CH:54]=[CH:55][N:56]2[C:66](=[O:67])[NH:68][CH3:69])=[CH:52][C:51]=1[O:50][C:48]1[CH:47]=[CH:46][N:45]=[C:44]([NH:43][C:31]([C:30]2[CH:34]=[CH:35][C:27]([CH:24]3[CH2:25][CH2:26][N:21]([C:19]([O:18][C:14]([CH3:15])([CH3:16])[CH3:17])=[O:20])[CH2:22][CH2:23]3)=[CH:28][CH:29]=2)=[O:32])[CH:49]=1)[CH3:65]. The yield is 0.430. (4) The reactants are [Br:1][C:2]1[CH:3]=[CH:4][C:5]([F:18])=[C:6]([C:8]([C:10]2[CH:15]=[CH:14][C:13]([O:16][CH3:17])=[CH:12][CH:11]=2)=O)[CH:7]=1.C([SiH](CC)CC)C.B(F)(F)F.CCOCC.[OH-].[K+]. The catalyst is ClCCl.C(#N)C.O. The product is [Br:1][C:2]1[CH:3]=[CH:4][C:5]([F:18])=[C:6]([CH2:8][C:10]2[CH:15]=[CH:14][C:13]([O:16][CH3:17])=[CH:12][CH:11]=2)[CH:7]=1. The yield is 0.930.